Dataset: Drug-target binding data from BindingDB using Kd measurements. Task: Regression. Given a target protein amino acid sequence and a drug SMILES string, predict the binding affinity score between them. We predict pKd (pKd = -log10(Kd in M); higher means stronger binding). Dataset: bindingdb_kd. (1) The drug is Nc1ncnc2c1ncn2[C@H]1O[C@@H](CSCC[C@@H](N)C(=O)O)[C@H](O)[C@@H]1O. The target protein sequence is MVNVRRANFKSFWDKYSDKPDTNSMMLNHSAEELESSDRADILASLPLLHNKDVVDIGAGIGRFTTVLAETARWVLSTDFIDSFIKKNQERNAHLGNINYQVGDAVGLKMESNSVDLVFTNWLMMYLSDEETVEFIFNCMRWLRSHGIVHLRESCSEPSTGRSKAKSMHDTANANPTHYRFSSLYINLLRAIRYRDVDNKLWRFNVQWSCSVPTYIKRSNNWRQVHWLAEKVPAEDGAKGTSFNELVELIKNTWQNEQEAWDAKLDDEKYVWTDKVFSSALTSLPSNSTFFLYTPRTVSPYCHINAHTLAETFNANVWNTEIIPEYYRTSLTKSNNLKDQRVRFGWNQSLTDSVTYWQQKDALFDVFVATEFLSTVDDETIRQLPNVMSDGAKFITLEPVDEVNEAEMKQRIQELGYTLKSFTDVTDQCIEAQEQYFKDHEQLRDEKVIRKNWVLLELTH. The pKd is 5.7. (2) The small molecule is CO[C@@H]1O[C@H](CO)[C@@H](O[C@@H]2O[C@H](CO)[C@H](O)[C@H](n3cc(C(=O)NCc4ccccc4)nn3)[C@H]2O)[C@H](O)[C@H]1NC(C)=O. The target protein (O00214) has sequence MMLSLNNLQNIIYNPVIPFVGTIPDQLDPGTLIVIRGHVPSDADRFQVDLQNGSSMKPRADVAFHFNPRFKRAGCIVCNTLINEKWGREEITYDTPFKREKSFEIVIMVLKDKFQVAVNGKHTLLYGHRIGPEKIDTLGIYGKVNIHSIGFSFSSDLQSTQASSLELTEISRENVPKSGTPQLRLPFAARLNTPMGPGRTVVVKGEVNANAKSFNVDLLAGKSKDIALHLNPRLNIKAFVRNSFLQESWGEEERNITSFPFSPGMYFEMIIYCDVREFKVAVNGVHSLEYKHRFKELSSIDTLEINGDIHLLEVRSW. The pKd is 2.7.